The task is: Predict the product of the given reaction.. This data is from Forward reaction prediction with 1.9M reactions from USPTO patents (1976-2016). Given the reactants Br[C:2]1[C:3]([NH2:11])=[N:4][CH:5]=[C:6]([N+:8]([O-:10])=[O:9])[CH:7]=1.C(N(CC)CC)C.[C:19]([C:21]1[CH:26]=[CH:25][C:24]([F:27])=[CH:23][CH:22]=1)#[CH:20], predict the reaction product. The product is: [F:27][C:24]1[CH:25]=[CH:26][C:21]([C:19]#[C:20][C:2]2[C:3]([NH2:11])=[N:4][CH:5]=[C:6]([N+:8]([O-:10])=[O:9])[CH:7]=2)=[CH:22][CH:23]=1.